Dataset: Reaction yield outcomes from USPTO patents with 853,638 reactions. Task: Predict the reaction yield, written as a fraction of the theoretical maximum amount of product (1.0 means a 100% yield; for example, 0.34 means a 34% yield). (1) The reactants are [CH3:13][C:12]([O:11][C:9](O[C:9]([O:11][C:12]([CH3:15])([CH3:14])[CH3:13])=[O:10])=[O:10])([CH3:15])[CH3:14].[NH2:16][CH2:17][C:18]1[CH:23]=[CH:22][C:21]([C:24]2[CH:29]=[CH:28][CH:27]=[CH:26][C:25]=2[O:30][CH2:31][CH3:32])=[C:20]([NH2:33])[CH:19]=1. The catalyst is O1CCOCC1. The product is [C:12]([O:11][C:9](=[O:10])[NH:16][CH2:17][C:18]1[CH:23]=[CH:22][C:21]([C:24]2[CH:29]=[CH:28][CH:27]=[CH:26][C:25]=2[O:30][CH2:31][CH3:32])=[C:20]([NH2:33])[CH:19]=1)([CH3:13])([CH3:14])[CH3:15]. The yield is 0.310. (2) The reactants are Cl[CH2:2][C:3]1[S:7][C:6]([C:8]2[NH:9][C:10]3[C:15]([CH:16]=2)=[CH:14][CH:13]=[CH:12][C:11]=3[N:17]([CH3:26])[S:18]([C:21]2[S:22][CH:23]=[CH:24][CH:25]=2)(=[O:20])=[O:19])=[N:5][CH:4]=1.C(N(CC)CC)C.[O:34]1[C:38]2([CH2:43][CH2:42][NH:41][CH2:40][CH2:39]2)[CH2:37][NH:36][C:35]1=[O:44].CN(C)C=O. The catalyst is O. The product is [CH3:26][N:17]([C:11]1[CH:12]=[CH:13][CH:14]=[C:15]2[C:10]=1[NH:9][C:8]([C:6]1[S:7][C:3]([CH2:2][N:41]3[CH2:40][CH2:39][C:38]4([O:34][C:35](=[O:44])[NH:36][CH2:37]4)[CH2:43][CH2:42]3)=[CH:4][N:5]=1)=[CH:16]2)[S:18]([C:21]1[S:22][CH:23]=[CH:24][CH:25]=1)(=[O:19])=[O:20]. The yield is 0.430. (3) The reactants are [CH2:1]([O:3][C:4](=[O:17])[NH:5][C:6]1[C:11]([N+:12]([O-:14])=[O:13])=[CH:10][C:9]([NH2:15])=[CH:8][C:7]=1[CH3:16])[CH3:2].[F:18][C:19]([F:29])([F:28])[C:20]1[CH:27]=[CH:26][C:23]([CH:24]=O)=[CH:22][CH:21]=1.O. The catalyst is C(O)C. The product is [CH2:1]([O:3][C:4](=[O:17])[NH:5][C:6]1[C:11]([N+:12]([O-:14])=[O:13])=[CH:10][C:9]([NH:15][CH2:24][C:23]2[CH:22]=[CH:21][C:20]([C:19]([F:18])([F:28])[F:29])=[CH:27][CH:26]=2)=[CH:8][C:7]=1[CH3:16])[CH3:2]. The yield is 0.750. (4) The reactants are [CH2:1]([N:8]1[C:13](=[O:14])[CH2:12][NH:11][C:10]2[N:15]=[CH:16][C:17](I)=[CH:18][C:9]1=2)[C:2]1[CH:7]=[CH:6][CH:5]=[CH:4][CH:3]=1.[CH3:20][O:21][C:22]([C:24]1[CH:25]=[C:26](B(O)O)[CH:27]=[CH:28][CH:29]=1)=[O:23]. No catalyst specified. The product is [CH3:20][O:21][C:22](=[O:23])[C:24]1[CH:25]=[CH:26][CH:27]=[C:28]([C:17]2[CH:16]=[N:15][C:10]3[NH:11][CH2:12][C:13](=[O:14])[N:8]([CH2:1][C:2]4[CH:7]=[CH:6][CH:5]=[CH:4][CH:3]=4)[C:9]=3[CH:18]=2)[CH:29]=1. The yield is 0.700. (5) The reactants are [CH3:1][O:2][C:3]1[CH:8]=[CH:7][C:6]([C:9]#[C:10][CH2:11][CH2:12][CH2:13][OH:14])=[CH:5][CH:4]=1.[H][H]. The catalyst is [Pd].C(O)C. The product is [CH3:1][O:2][C:3]1[CH:8]=[CH:7][C:6]([CH2:9][CH2:10][CH2:11][CH2:12][CH2:13][OH:14])=[CH:5][CH:4]=1. The yield is 0.920.